This data is from Catalyst prediction with 721,799 reactions and 888 catalyst types from USPTO. The task is: Predict which catalyst facilitates the given reaction. Reactant: Cl[C:2]1[N:3]=[CH:4][C:5]2[CH:10]=[CH:9][N:8]([C:11]3[CH:16]=[C:15]([F:17])[C:14]([CH2:18][N:19]4[CH2:24][CH2:23][O:22][CH2:21][CH2:20]4)=[C:13]([F:25])[CH:12]=3)[C:6]=2[N:7]=1.[NH2:26][C:27]1[CH:32]=[CH:31][C:30]([C:33]([N:35]2[CH2:40][CH2:39][N:38]([CH3:41])[CH2:37][CH2:36]2)=[O:34])=[CH:29][CH:28]=1.CC([O-])(C)C.[K+]. Product: [F:25][C:13]1[CH:12]=[C:11]([N:8]2[C:6]3[N:7]=[C:2]([NH:26][C:27]4[CH:28]=[CH:29][C:30]([C:33]([N:35]5[CH2:36][CH2:37][N:38]([CH3:41])[CH2:39][CH2:40]5)=[O:34])=[CH:31][CH:32]=4)[N:3]=[CH:4][C:5]=3[CH:10]=[CH:9]2)[CH:16]=[C:15]([F:17])[C:14]=1[CH2:18][N:19]1[CH2:24][CH2:23][O:22][CH2:21][CH2:20]1. The catalyst class is: 1.